From a dataset of Full USPTO retrosynthesis dataset with 1.9M reactions from patents (1976-2016). Predict the reactants needed to synthesize the given product. (1) Given the product [Br:1][C:2]1[CH:3]=[CH:4][C:5]2[N:9]=[C:8]([C:10]3[CH:15]=[C:14]([C:16]([F:19])([F:17])[F:18])[CH:13]=[CH:12][N:11]=3)[N:7]([CH2:24][O:25][CH2:26][CH2:27][Si:28]([CH3:31])([CH3:30])[CH3:29])[C:6]=2[CH:20]=1, predict the reactants needed to synthesize it. The reactants are: [Br:1][C:2]1[CH:3]=[CH:4][C:5]2[N:9]=[C:8]([C:10]3[CH:15]=[C:14]([C:16]([F:19])([F:18])[F:17])[CH:13]=[CH:12][N:11]=3)[NH:7][C:6]=2[CH:20]=1.[H-].[Na+].Cl[CH2:24][O:25][CH2:26][CH2:27][Si:28]([CH3:31])([CH3:30])[CH3:29].O. (2) Given the product [CH2:35]([N:32]1[C:27]2=[N:28][C:29]([CH2:30][CH3:31])=[C:24]([CH2:23][NH:22][C:20]([C:16]3[CH:15]=[C:14]([C:12]([NH:11][CH2:10][C:4]4[CH:3]=[C:2]([C:60]5[CH:61]=[CH:62][CH:63]=[C:58]([CH2:57][N:54]6[CH2:55][CH2:56][N:51]([C:49]([O:48][C:45]([CH3:47])([CH3:46])[CH3:44])=[O:50])[C@@H:52]([CH3:67])[CH2:53]6)[CH:59]=5)[CH:7]=[C:6]([O:8][CH3:9])[CH:5]=4)=[O:13])[CH:19]=[CH:18][CH:17]=3)=[O:21])[C:25]([NH:37][CH:38]3[CH2:43][CH2:42][O:41][CH2:40][CH2:39]3)=[C:26]2[CH:34]=[N:33]1)[CH3:36], predict the reactants needed to synthesize it. The reactants are: Br[C:2]1[CH:3]=[C:4]([CH2:10][NH:11][C:12]([C:14]2[CH:19]=[CH:18][CH:17]=[C:16]([C:20]([NH:22][CH2:23][C:24]3[C:25]([NH:37][CH:38]4[CH2:43][CH2:42][O:41][CH2:40][CH2:39]4)=[C:26]4[CH:34]=[N:33][N:32]([CH2:35][CH3:36])[C:27]4=[N:28][C:29]=3[CH2:30][CH3:31])=[O:21])[CH:15]=2)=[O:13])[CH:5]=[C:6]([O:8][CH3:9])[CH:7]=1.[CH3:44][C:45]([O:48][C:49]([N:51]1[CH2:56][CH2:55][N:54]([CH2:57][C:58]2[CH:59]=[C:60](B(O)O)[CH:61]=[CH:62][CH:63]=2)[CH2:53][C@@H:52]1[CH3:67])=[O:50])([CH3:47])[CH3:46].C([O-])([O-])=O.[Na+].[Na+].O. (3) Given the product [C:10]1([C:11]2[CH:2]=[CH:3][CH:4]=[CH:25][CH:20]=2)[CH:9]=[CH:8][CH:7]=[CH:6][CH:5]=1, predict the reactants needed to synthesize it. The reactants are: Cl[C:2]1[C:3]([N+]([O-])=O)=[C:4]([N+]([O-])=O)[C:5]2[C:10]([CH:11]=1)=[CH:9][CH:8]=[CH:7][CH:6]=2.CO[C:20]1C=C(Cl)C(OC)=C[C:25]=1Cl.C(C1C(Cl)=C(C#N)C(Cl)=C(Cl)C=1Cl)#N.ClC1C(Cl)=C(Cl)C(Cl)=C(Cl)C=1Cl.ClC1C(O)=C(Cl)C(Cl)=C(Cl)C=1Cl.C1([N+]([O-])=O)C(Cl)=C(Cl)C(Cl)=C(Cl)C=1Cl.ClC1C([O-])=C(Cl)C(Cl)=C(Cl)C=1Cl.[Na+].C1C(Cl)=C(Cl)C([N+]([O-])=O)=C(Cl)C=1Cl.